Dataset: Reaction yield outcomes from USPTO patents with 853,638 reactions. Task: Predict the reaction yield, written as a fraction of the theoretical maximum amount of product (1.0 means a 100% yield; for example, 0.34 means a 34% yield). (1) The reactants are [C:1]1([CH:7]([N:14]2[CH2:17][CH:16]([C:18]#[N:19])[CH2:15]2)[C:8]2[CH:13]=[CH:12][CH:11]=[CH:10][CH:9]=2)[CH:6]=[CH:5][CH:4]=[CH:3][CH:2]=1.[H-].[Al+3].[Li+].[H-].[H-].[H-].O.[Na]. The catalyst is O1CCCC1. The product is [NH2:19][CH2:18][CH:16]1[CH2:15][N:14]([CH:7]([C:8]2[CH:13]=[CH:12][CH:11]=[CH:10][CH:9]=2)[C:1]2[CH:6]=[CH:5][CH:4]=[CH:3][CH:2]=2)[CH2:17]1. The yield is 0.730. (2) The reactants are O[C:2]1([C:23]2[CH:28]=[CH:27][C:26]([O:29][CH3:30])=[CH:25][CH:24]=2)[C:6]2[CH:7]=[C:8]([NH:13][C:14](=[O:20])[CH2:15][C:16]([CH3:19])([CH3:18])[CH3:17])[C:9]([CH3:12])=[C:10]([CH3:11])[C:5]=2[O:4][C:3]1([CH3:22])[CH3:21]. The catalyst is C(OCC)(=O)C.CCCCCC. The product is [CH3:30][O:29][C:26]1[CH:25]=[CH:24][C:23]([CH:2]2[C:6]3[CH:7]=[C:8]([NH:13][C:14](=[O:20])[CH2:15][C:16]([CH3:18])([CH3:17])[CH3:19])[C:9]([CH3:12])=[C:10]([CH3:11])[C:5]=3[O:4][C:3]2([CH3:22])[CH3:21])=[CH:28][CH:27]=1. The yield is 0.820.